From a dataset of Reaction yield outcomes from USPTO patents with 853,638 reactions. Predict the reaction yield, written as a fraction of the theoretical maximum amount of product (1.0 means a 100% yield; for example, 0.34 means a 34% yield). (1) The reactants are [Br:1][C:2]1[CH:3]=[C:4]([C:31]([NH:33][CH2:34][CH2:35][CH2:36][CH2:37][CH2:38][CH2:39][CH2:40][CH2:41][C:42]2C=C[CH:45]=[CH:44][CH:43]=2)=[O:32])[CH:5]=[C:6]([C:21]2[CH:26]=[CH:25][CH:24]=[C:23]([C:27]([F:30])([F:29])[F:28])[CH:22]=2)[C:7]=1[O:8][CH2:9][CH2:10][NH:11][C:12]([NH:14]C(=O)C(Cl)(Cl)Cl)=[O:13].[OH-].[Na+]. The catalyst is C(Cl)Cl.CO. The product is [CH2:34]([NH:33][C:31]([C:4]1[CH:5]=[C:6]([C:21]2[CH:26]=[CH:25][CH:24]=[C:23]([C:27]([F:30])([F:28])[F:29])[CH:22]=2)[C:7]([O:8][CH2:9][CH2:10][NH:11][C:12]([NH2:14])=[O:13])=[C:2]([Br:1])[CH:3]=1)=[O:32])[CH2:35][CH2:36][CH2:37][CH2:38][CH2:39][CH2:40][CH2:41][CH2:42][CH2:43][CH2:44][CH3:45]. The yield is 0.920. (2) The reactants are [Cl:1][C:2]1[C:10]([F:11])=[CH:9][C:8]([C:12]2[N:13]([C:23]([O:25][C:26]([CH3:29])([CH3:28])[CH3:27])=[O:24])[C:14]3[C:19]([CH:20]=2)=[CH:18][C:17]([CH:21]=O)=[CH:16][CH:15]=3)=[C:7]2[C:3]=1[CH2:4][NH:5][C:6]2=[O:30].[OH:31][CH2:32][CH2:33][N:34]1[CH2:39][CH2:38][NH:37][CH2:36][CH2:35]1.C(O)(=O)C.C(O[BH-](OC(=O)C)OC(=O)C)(=O)C.[Na+].Cl. The catalyst is C(#N)C. The product is [Cl:1][C:2]1[C:10]([F:11])=[CH:9][C:8]([C:12]2[N:13]([C:23]([O:25][C:26]([CH3:28])([CH3:27])[CH3:29])=[O:24])[C:14]3[C:19]([CH:20]=2)=[CH:18][C:17]([CH2:21][N:37]2[CH2:38][CH2:39][N:34]([CH2:33][CH2:32][OH:31])[CH2:35][CH2:36]2)=[CH:16][CH:15]=3)=[C:7]2[C:3]=1[CH2:4][NH:5][C:6]2=[O:30]. The yield is 0.850. (3) The reactants are [Cl:1][C:2]1[CH:10]=[CH:9][C:5]([C:6]([OH:8])=O)=[CH:4][C:3]=1[O:11][CH2:12][C:13]([F:16])([F:15])[F:14].C1N=CN(C(N2C=NC=C2)=O)C=1.[CH2:29]([O:31][C:32](=[O:37])[CH2:33]C([O-])=O)[CH3:30].[K+].C(N(CC)CC)C.[Mg+2].[Cl-].[Cl-]. The catalyst is O1CCCC1.CC#N. The product is [Cl:1][C:2]1[CH:10]=[CH:9][C:5]([C:6](=[O:8])[CH2:33][C:32]([O:31][CH2:29][CH3:30])=[O:37])=[CH:4][C:3]=1[O:11][CH2:12][C:13]([F:16])([F:15])[F:14]. The yield is 0.940.